This data is from Forward reaction prediction with 1.9M reactions from USPTO patents (1976-2016). The task is: Predict the product of the given reaction. Given the reactants [Mg].Br[C:3]1[CH:8]=[CH:7][C:6]([CH2:9][CH3:10])=[CH:5]C=1.Cl[CH2:12]C(C)=C.[Cl-].[NH4+].S([O-])([O-])(=O)=O.[Na+].[Na+].O1[CH2:29][CH2:28][CH2:27][CH2:26]1, predict the reaction product. The product is: [CH2:27]([C:28]1[CH:29]=[CH:5][C:6]([CH2:7][C:8]([CH3:3])=[CH2:12])=[CH:9][CH:10]=1)[CH3:26].